Dataset: Retrosynthesis with 50K atom-mapped reactions and 10 reaction types from USPTO. Task: Predict the reactants needed to synthesize the given product. (1) The reactants are: CC(C)(C)OC(=O)c1nn(C(C)(C)C)c2nc(F)ccc12. Given the product CC(C)(C)n1nc(C(=O)O)c2ccc(F)nc21, predict the reactants needed to synthesize it. (2) Given the product Cc1ccc(NC(=O)Nc2ncc(Sc3nncn3C)s2)c(C(=O)C2CCCC2)c1, predict the reactants needed to synthesize it. The reactants are: Cc1ccc(NC(=O)Nc2ncc(Br)s2)c(C(=O)C2CCCC2)c1.Cn1cnnc1S.